Task: Regression/Classification. Given a drug SMILES string, predict its absorption, distribution, metabolism, or excretion properties. Task type varies by dataset: regression for continuous measurements (e.g., permeability, clearance, half-life) or binary classification for categorical outcomes (e.g., BBB penetration, CYP inhibition). For this dataset (solubility_aqsoldb), we predict Y.. Dataset: Aqueous solubility values for 9,982 compounds from the AqSolDB database (1) The compound is CC(C)(C)CC(=O)OCC(=O)C12OC(C)(C)OC1CC1C3CCC4=CC(=O)C=CC4(C)C3(F)C(O)CC12C. The Y is -5.12 log mol/L. (2) The compound is C[Si](C)(C)CN. The Y is -1.76 log mol/L. (3) The compound is CC(C)CCCCCCCO.O=C(O)CC(C(=O)O)S(=O)(=O)O.[Na+].[Na+]. The Y is 0.0811 log mol/L. (4) The compound is CC(C)=CC=C(C)C. The Y is -3.54 log mol/L. (5) The compound is CNC(=S)NC1C(=O)NC(=O)NC1=O. The Y is -0.460 log mol/L. (6) The molecule is O=C1CCC/C=C\CCCCCCCCCC1. The Y is -5.56 log mol/L. (7) The Y is 0.572 log mol/L. The drug is O=C(O)C(O)C(O)C(=O)O.